This data is from Forward reaction prediction with 1.9M reactions from USPTO patents (1976-2016). The task is: Predict the product of the given reaction. (1) Given the reactants Br[C:2]1[C:10]2[O:9][C:8]([CH3:12])([CH3:11])[CH2:7][C:6]=2[C:5]([CH3:13])=[C:4]([NH:14][C:15](=[O:21])[CH2:16][C:17]([CH3:20])([CH3:19])[CH3:18])[C:3]=1[CH3:22].[CH:23]([C:26]1[CH:31]=[CH:30][C:29]([OH:32])=[CH:28][CH:27]=1)([CH3:25])[CH3:24].C(=O)([O-])[O-].[K+].[K+].O, predict the reaction product. The product is: [CH:23]([C:26]1[CH:31]=[CH:30][C:29]([O:32][C:2]2[C:10]3[O:9][C:8]([CH3:12])([CH3:11])[CH2:7][C:6]=3[C:5]([CH3:13])=[C:4]([NH:14][C:15](=[O:21])[CH2:16][C:17]([CH3:20])([CH3:19])[CH3:18])[C:3]=2[CH3:22])=[CH:28][CH:27]=1)([CH3:25])[CH3:24]. (2) Given the reactants [CH3:1][O:2][C:3]1[CH:12]=[C:11]([N+:13]([O-:15])=[O:14])[CH:10]=[CH:9][C:4]=1[O:5][CH2:6][CH2:7][OH:8].N1C=CC=CC=1.[C:22](Cl)(=[O:24])[CH3:23], predict the reaction product. The product is: [C:22]([O:8][CH2:7][CH2:6][O:5][C:4]1[CH:9]=[CH:10][C:11]([N+:13]([O-:15])=[O:14])=[CH:12][C:3]=1[O:2][CH3:1])(=[O:24])[CH3:23]. (3) Given the reactants C([O:9][CH2:10][CH2:11][N:12]1[C:20]2[C:19](Cl)=[N:18][CH:17]=[N:16][C:15]=2[CH:14]=[CH:13]1)(=O)C1C=CC=CC=1.[NH2:22][C:23]1[CH:43]=[CH:42][C:26]([O:27][C:28]2[CH:36]=[CH:35][CH:34]=[C:33]3[C:29]=2[CH2:30][CH2:31][C:32]3([C:38]([F:41])([F:40])[F:39])[OH:37])=[C:25]([Cl:44])[CH:24]=1.C(=O)([O-])O.[Na+], predict the reaction product. The product is: [Cl:44][C:25]1[CH:24]=[C:23]([NH:22][C:19]2[C:20]3[N:12]([CH2:11][CH2:10][OH:9])[CH:13]=[CH:14][C:15]=3[N:16]=[CH:17][N:18]=2)[CH:43]=[CH:42][C:26]=1[O:27][C:28]1[CH:36]=[CH:35][CH:34]=[C:33]2[C:29]=1[CH2:30][CH2:31][C:32]2([C:38]([F:41])([F:40])[F:39])[OH:37]. (4) Given the reactants I[C:2]1[CH:7]=[CH:6][C:5]([CH2:8][N:9]2[CH2:13][CH2:12][CH2:11][C:10]2=[O:14])=[CH:4][CH:3]=1.C(OC([N:22]1[CH2:27][CH2:26][C:25]2[C:28]([C:31]([F:34])([F:33])[F:32])=[N:29][NH:30][C:24]=2[CH2:23]1)=O)(C)(C)C.CN(C)CC(O)=O.C(=O)([O-])[O-].[K+].[K+], predict the reaction product. The product is: [F:34][C:31]([F:32])([F:33])[C:28]1[C:25]2[CH2:26][CH2:27][NH:22][CH2:23][C:24]=2[N:30]([C:2]2[CH:7]=[CH:6][C:5]([CH2:8][N:9]3[CH2:13][CH2:12][CH2:11][C:10]3=[O:14])=[CH:4][CH:3]=2)[N:29]=1. (5) Given the reactants [Cl:1][C:2]1[CH:27]=[C:26]([Cl:28])[CH:25]=[CH:24][C:3]=1[O:4][C:5]1[CH:10]=[CH:9][CH:8]=[CH:7][C:6]=1[NH:11][S:12]([C:15]1[CH:23]=[CH:22][C:18]([C:19](O)=[O:20])=[CH:17][CH:16]=1)(=[O:14])=[O:13].[N:29]1([C:35](=[O:43])[CH2:36][N:37]2[CH2:42][CH2:41][NH:40][CH2:39][CH2:38]2)[CH2:34][CH2:33][O:32][CH2:31][CH2:30]1, predict the reaction product. The product is: [Cl:1][C:2]1[CH:27]=[C:26]([Cl:28])[CH:25]=[CH:24][C:3]=1[O:4][C:5]1[CH:10]=[CH:9][CH:8]=[CH:7][C:6]=1[NH:11][S:12]([C:15]1[CH:16]=[CH:17][C:18]([C:19]([N:40]2[CH2:41][CH2:42][N:37]([CH2:36][C:35]([N:29]3[CH2:30][CH2:31][O:32][CH2:33][CH2:34]3)=[O:43])[CH2:38][CH2:39]2)=[O:20])=[CH:22][CH:23]=1)(=[O:13])=[O:14]. (6) Given the reactants [Br:1][C:2]1[CH:7]=[C:6]([O:8][CH:9]([CH3:11])[CH3:10])[CH:5]=[CH:4][C:3]=1[CH3:12].[Br:13]N1C(=O)CCC1=O.CC(N=NC(C#N)(C)C)(C#N)C, predict the reaction product. The product is: [Br:1][C:2]1[CH:7]=[C:6]([O:8][CH:9]([CH3:10])[CH3:11])[CH:5]=[CH:4][C:3]=1[CH2:12][Br:13]. (7) Given the reactants [H-].[Al+3].[Li+].[H-].[H-].[H-].[O:7]1[C:11]2([CH2:15][CH2:14][CH2:13][CH:12]2[C:16](OCC)=[O:17])[O:10][CH2:9][CH2:8]1, predict the reaction product. The product is: [O:7]1[C:11]2([CH2:15][CH2:14][CH2:13][CH:12]2[CH2:16][OH:17])[O:10][CH2:9][CH2:8]1. (8) Given the reactants [F:1][C:2]1[CH:9]=[CH:8][C:5]([CH2:6][NH2:7])=[CH:4][CH:3]=1.C(N(CC)CC)C.[CH:17]1([C:23]2[C:31]3[C:26](=[CH:27][CH:28]=[CH:29][CH:30]=3)[N:25]([S:32]([C:35]3[CH:43]=[CH:42][C:38]([C:39](O)=[O:40])=[CH:37][CH:36]=3)(=[O:34])=[O:33])[CH:24]=2)[CH2:22][CH2:21][CH2:20][CH2:19][CH2:18]1.F[P-](F)(F)(F)(F)F.N1(O[P+](N(C)C)(N(C)C)N(C)C)C2C=CC=CC=2N=N1, predict the reaction product. The product is: [CH:17]1([C:23]2[C:31]3[C:26](=[CH:27][CH:28]=[CH:29][CH:30]=3)[N:25]([S:32]([C:35]3[CH:36]=[CH:37][C:38]([C:39]([NH:7][CH2:6][C:5]4[CH:8]=[CH:9][C:2]([F:1])=[CH:3][CH:4]=4)=[O:40])=[CH:42][CH:43]=3)(=[O:33])=[O:34])[CH:24]=2)[CH2:18][CH2:19][CH2:20][CH2:21][CH2:22]1.